Dataset: Retrosynthesis with 50K atom-mapped reactions and 10 reaction types from USPTO. Task: Predict the reactants needed to synthesize the given product. (1) Given the product O=C(O)c1cnc(-c2ccc(NC(=O)C(F)(F)F)cc2)nc1O, predict the reactants needed to synthesize it. The reactants are: Nc1ccc(-c2ncc(C(=O)O)c(O)n2)cc1.O=C(OC(=O)C(F)(F)F)C(F)(F)F. (2) Given the product CNC(=O)Cc1c(-c2ccc(C)cc2)nc2n(C)c3ccccc3n12, predict the reactants needed to synthesize it. The reactants are: CN.Cc1ccc(-c2nc3n(C)c4ccccc4n3c2CC(=O)O)cc1. (3) Given the product CC(C)C(O)c1cnccc1C(F)(F)F, predict the reactants needed to synthesize it. The reactants are: CC(C)C(O)c1c(C(F)(F)F)ccnc1Cl. (4) Given the product Cc1c(C(=O)Nc2ccc(-c3nc(Br)cnc3N)cc2)c(=O)n(-c2ccccc2)n1C, predict the reactants needed to synthesize it. The reactants are: Cc1c(C(=O)Nc2ccc(B3OC(C)(C)C(C)(C)O3)cc2)c(=O)n(-c2ccccc2)n1C.Nc1ncc(Br)nc1Br. (5) Given the product C[C@H](c1ccccc1)N(CC(=O)O)S(=O)(=O)c1ccc2c(Cl)cnc(NC(=N)N)c2c1, predict the reactants needed to synthesize it. The reactants are: C[C@H](c1ccccc1)N(CC(=O)OC(C)(C)C)S(=O)(=O)c1ccc2c(Cl)cnc(NC(=N)N)c2c1. (6) Given the product CC(C)(C)NCC(O)COc1cccc2c1CCC(C)(C)C(=O)C2, predict the reactants needed to synthesize it. The reactants are: CC(C)(C)N.CC1(C)CCc2c(cccc2OCC(O)CCl)CC1=O.